Dataset: Catalyst prediction with 721,799 reactions and 888 catalyst types from USPTO. Task: Predict which catalyst facilitates the given reaction. (1) Reactant: [Br:1][C:2]1[CH:3]=[C:4]([C:8](=[O:10])[CH3:9])[CH:5]=[CH:6][CH:7]=1.C(O[CH:14](OCC)[N:15]([CH3:17])[CH3:16])C. Product: [Br:1][C:2]1[CH:3]=[C:4]([C:8](=[O:10])/[CH:9]=[CH:14]\[N:15]([CH3:17])[CH3:16])[CH:5]=[CH:6][CH:7]=1. The catalyst class is: 14. (2) Reactant: [CH3:1][O:2][C:3]1[CH:4]=[C:5]([CH:14]=[CH:15][C:16]=1[O:17][CH3:18])[CH2:6][NH:7][CH2:8][C:9]([O:11][CH2:12][CH3:13])=[O:10].[C:19](O[C:19]([O:21][C:22]([CH3:25])([CH3:24])[CH3:23])=[O:20])([O:21][C:22]([CH3:25])([CH3:24])[CH3:23])=[O:20]. Product: [C:22]([O:21][C:19]([N:7]([CH2:6][C:5]1[CH:14]=[CH:15][C:16]([O:17][CH3:18])=[C:3]([O:2][CH3:1])[CH:4]=1)[CH2:8][C:9]([O:11][CH2:12][CH3:13])=[O:10])=[O:20])([CH3:25])([CH3:24])[CH3:23]. The catalyst class is: 2. (3) Reactant: Br[C:2]1[CH:11]=[C:10]2[C:5]([CH:6]=[CH:7][N:8]=[C:9]2[Cl:12])=[CH:4][CH:3]=1.[Li]CCCC.[I:18]I.[O-]S([O-])(=S)=O.[Na+].[Na+]. Product: [Cl:12][C:9]1[C:10]2[C:5](=[CH:4][CH:3]=[C:2]([I:18])[CH:11]=2)[CH:6]=[CH:7][N:8]=1. The catalyst class is: 1. (4) Reactant: [Br:1][C:2]1[C:10]2[C:9](Cl)=[N:8][CH:7]=[N:6][C:5]=2[S:4][C:3]=1[C:12]1[O:13][C:14]([F:17])=[CH:15][CH:16]=1.[OH:18][C@H:19]([CH2:25][C:26]1[CH:31]=[CH:30][CH:29]=[CH:28][C:27]=1[O:32][CH:33]1[CH2:38][CH2:37][CH2:36][CH2:35][O:34]1)[C:20]([O:22][CH2:23][CH3:24])=[O:21].C([O-])([O-])=O.[Cs+].[Cs+]. Product: [Br:1][C:2]1[C:10]2[C:9]([O:18][C@H:19]([CH2:25][C:26]3[CH:31]=[CH:30][CH:29]=[CH:28][C:27]=3[O:32][CH:33]3[CH2:38][CH2:37][CH2:36][CH2:35][O:34]3)[C:20]([O:22][CH2:23][CH3:24])=[O:21])=[N:8][CH:7]=[N:6][C:5]=2[S:4][C:3]=1[C:12]1[O:13][C:14]([F:17])=[CH:15][CH:16]=1. The catalyst class is: 107. (5) Reactant: [NH2:1][NH2:2].[CH2:3]([C:8]12[CH2:15][CH2:14][C:11]([C:16]([O:18]C)=O)([CH2:12][CH2:13]1)[CH2:10][CH2:9]2)[CH2:4][CH2:5][CH2:6][CH3:7].O. Product: [CH2:3]([C:8]12[CH2:15][CH2:14][C:11]([C:16]([NH:1][NH2:2])=[O:18])([CH2:12][CH2:13]1)[CH2:10][CH2:9]2)[CH2:4][CH2:5][CH2:6][CH3:7]. The catalyst class is: 196.